Predict which catalyst facilitates the given reaction. From a dataset of Catalyst prediction with 721,799 reactions and 888 catalyst types from USPTO. (1) Reactant: Br.[CH3:2][NH:3][C:4]1[CH:9]=[CH:8][C:7]([OH:10])=[CH:6][CH:5]=1.C1COCC1.N1C=CC=CC=1.[C:30](O[C:30]([O:32][C:33]([CH3:36])([CH3:35])[CH3:34])=[O:31])([O:32][C:33]([CH3:36])([CH3:35])[CH3:34])=[O:31]. Product: [C:33]([O:32][C:30](=[O:31])[N:3]([C:4]1[CH:9]=[CH:8][C:7]([OH:10])=[CH:6][CH:5]=1)[CH3:2])([CH3:34])([CH3:35])[CH3:36]. The catalyst class is: 10. (2) Reactant: [CH2:1]([O:3][C:4](=[O:39])[CH2:5][CH2:6][CH2:7][O:8][C:9]1[CH:14]=[CH:13][CH:12]=[C:11]([CH2:15][CH2:16][CH2:17][CH2:18][CH2:19][CH2:20][O:21][C:22]2[CH:27]=[C:26]([O:28][CH2:29][CH3:30])[CH:25]=[C:24](Br)[CH:23]=2)[C:10]=1[CH2:32][CH2:33][C:34]([O:36][CH2:37][CH3:38])=[O:35])[CH3:2].[NH:40]1[C:48]2[C:43](=[CH:44][C:45](B(O)O)=[CH:46][CH:47]=2)[CH2:42][CH2:41]1.C(=O)([O-])[O-].[Cs+].[Cs+]. Product: [CH2:1]([O:3][C:4](=[O:39])[CH2:5][CH2:6][CH2:7][O:8][C:9]1[CH:14]=[CH:13][CH:12]=[C:11]([CH2:15][CH2:16][CH2:17][CH2:18][CH2:19][CH2:20][O:21][C:22]2[CH:23]=[C:24]([C:45]3[CH:44]=[C:43]4[C:48](=[CH:47][CH:46]=3)[NH:40][CH:41]=[CH:42]4)[CH:25]=[C:26]([O:28][CH2:29][CH3:30])[CH:27]=2)[C:10]=1[CH2:32][CH2:33][C:34]([O:36][CH2:37][CH3:38])=[O:35])[CH3:2]. The catalyst class is: 140.